Task: Predict the reaction yield, written as a fraction of the theoretical maximum amount of product (1.0 means a 100% yield; for example, 0.34 means a 34% yield).. Dataset: Reaction yield outcomes from USPTO patents with 853,638 reactions (1) The reactants are Br[CH2:2][C:3]1[CH:4]=[C:5]([CH:37]=[CH:38][CH:39]=1)[C:6]([NH:8][C:9]1[CH:14]=[CH:13][C:12]([N:15]2[CH2:20][CH2:19][CH2:18][CH2:17][CH2:16]2)=[CH:11][C:10]=1[C:21]([NH:23]/[N:24]=[CH:25]/[C:26]1[CH:31]=[CH:30][C:29]([Cl:32])=[C:28]([C:33]([F:36])([F:35])[F:34])[CH:27]=1)=[O:22])=[O:7].[CH3:40][NH2:41]. The catalyst is CN(C=O)C. The product is [Cl:32][C:29]1[CH:30]=[CH:31][C:26](/[CH:25]=[N:24]/[NH:23][C:21]([C:10]2[CH:11]=[C:12]([N:15]3[CH2:16][CH2:17][CH2:18][CH2:19][CH2:20]3)[CH:13]=[CH:14][C:9]=2[NH:8][C:6](=[O:7])[C:5]2[CH:37]=[CH:38][CH:39]=[C:3]([CH2:2][NH:41][CH3:40])[CH:4]=2)=[O:22])=[CH:27][C:28]=1[C:33]([F:36])([F:35])[F:34]. The yield is 0.360. (2) The reactants are [F:1][C:2]1[CH:7]=[CH:6][C:5]([N:8]=[C:9]=[O:10])=[CH:4][CH:3]=1.[NH:11]([C:18]1[N:19]([C:31]2[CH:36]=[CH:35][CH:34]=[CH:33][CH:32]=2)[C:20]2[C:25]([C:26](=[O:28])[CH:27]=1)=[C:24]([CH3:29])[CH:23]=[C:22]([Cl:30])[N:21]=2)[C:12]1[CH:17]=[CH:16][CH:15]=[CH:14][CH:13]=1. The yield is 0.0160. The catalyst is C(Cl)Cl. The product is [Cl:30][C:22]1[N:21]=[C:20]2[C:25]([C:26](=[O:28])[CH:27]=[C:18]([N:11]([C:12]3[CH:13]=[CH:14][CH:15]=[CH:16][CH:17]=3)[C:9]([NH:8][C:5]3[CH:6]=[CH:7][C:2]([F:1])=[CH:3][CH:4]=3)=[O:10])[N:19]2[C:31]2[CH:32]=[CH:33][CH:34]=[CH:35][CH:36]=2)=[C:24]([CH3:29])[CH:23]=1. (3) The reactants are C([Li])CCC.Br[C:7]1[C:8]([CH2:13][O:14][CH3:15])=[N:9][O:10][C:11]=1[CH3:12].C([O:19][B:20](OC(C)C)[O:21]C(C)C)(C)C.Cl. The catalyst is C1COCC1.O. The product is [CH3:15][O:14][CH2:13][C:8]1[C:7]([B:20]([OH:21])[OH:19])=[C:11]([CH3:12])[O:10][N:9]=1. The yield is 0.290. (4) The reactants are [Cl:1][C:2]1[CH:3]=[C:4]([CH:11]=[CH:12][C:13]=1[Cl:14])[CH:5]=[C:6]([C:9]#[N:10])[C:7]#[N:8].[BH4-].[Na+].Cl. The catalyst is O1CCCC1.C(O)C. The product is [Cl:1][C:2]1[CH:3]=[C:4]([CH:11]=[CH:12][C:13]=1[Cl:14])[CH2:5][CH:6]([C:7]#[N:8])[C:9]#[N:10]. The yield is 0.700.